From a dataset of Forward reaction prediction with 1.9M reactions from USPTO patents (1976-2016). Predict the product of the given reaction. (1) Given the reactants [Cl:1][C:2]1[CH:11]=[N:10][C:9]2[C:8]([N:12]3[CH2:17][CH2:16][O:15][CH2:14][CH2:13]3)=[N:7][C:6]([C:18]3[CH:19]=[C:20](O)[CH:21]=[CH:22][CH:23]=3)=[N:5][C:4]=2[CH:3]=1.[C:25](=[O:28])([O-])[O-:26].[K+].[K+].Cl[CH2:32]OC, predict the reaction product. The product is: [Cl:1][C:2]1[CH:11]=[N:10][C:9]2[C:8]([N:12]3[CH2:13][CH2:14][O:15][CH2:16][CH2:17]3)=[N:7][C:6]([C:18]3[CH:23]=[CH:22][C:21]([O:26][CH2:25][O:28][CH3:32])=[CH:20][CH:19]=3)=[N:5][C:4]=2[CH:3]=1. (2) Given the reactants C([Si](C)(C)[O:6][C:7]1[CH:12]=[CH:11][C:10]([C:13]2[C:17]([C:18]3[CH:23]=[CH:22][CH:21]=[CH:20][CH:19]=3)=[C:16]([C:24]3([CH:27]([OH:29])[CH3:28])[CH2:26][CH2:25]3)[O:15][N:14]=2)=[CH:9][CH:8]=1)(C)(C)C.O.[F-].C([N+](CCCC)(CCCC)CCCC)CCC.[Cl-].[NH4+].C(OCC)(=O)C, predict the reaction product. The product is: [OH:29][CH:27]([C:24]1([C:16]2[O:15][N:14]=[C:13]([C:10]3[CH:9]=[CH:8][C:7]([OH:6])=[CH:12][CH:11]=3)[C:17]=2[C:18]2[CH:23]=[CH:22][CH:21]=[CH:20][CH:19]=2)[CH2:26][CH2:25]1)[CH3:28]. (3) The product is: [Cl:1][C:2]1[CH:3]=[C:4]([C:5]([N:27]2[CH2:32][CH2:31][O:30][CH2:29][CH2:28]2)=[O:7])[CH:8]=[CH:9][C:10]=1[C:11]([NH:12][C:13]1[CH:18]=[CH:17][C:16]([Cl:19])=[C:15]([C:20]2[CH:25]=[CH:24][CH:23]=[CH:22][N:21]=2)[CH:14]=1)=[O:26]. Given the reactants [Cl:1][C:2]1[CH:3]=[C:4]([CH:8]=[CH:9][C:10]=1[C:11](=[O:26])[NH:12][C:13]1[CH:18]=[CH:17][C:16]([Cl:19])=[C:15]([C:20]2[CH:25]=[CH:24][CH:23]=[CH:22][N:21]=2)[CH:14]=1)[C:5]([OH:7])=O.[NH:27]1[CH2:32][CH2:31][O:30][CH2:29][CH2:28]1, predict the reaction product. (4) Given the reactants Cl[C:2]1[N:7]=[C:6]([Cl:8])[N:5]=[C:4]2[N:9]([CH3:12])[N:10]=[CH:11][C:3]=12.C([Sn](CCCC)(CCCC)[C:18]([O:20][CH2:21][CH3:22])=[CH2:19])CCC, predict the reaction product. The product is: [Cl:8][C:6]1[N:5]=[C:4]2[N:9]([CH3:12])[N:10]=[CH:11][C:3]2=[C:2]([C:18]([O:20][CH2:21][CH3:22])=[CH2:19])[N:7]=1.